From a dataset of Full USPTO retrosynthesis dataset with 1.9M reactions from patents (1976-2016). Predict the reactants needed to synthesize the given product. (1) Given the product [Cl:1][C:2]1[CH:3]=[CH:4][C:5]2[N:11]3[CH:12]=[CH:13][CH:14]=[C:10]3[CH:9]([CH2:15][C:16]([OH:18])=[O:17])[O:8][CH:7]([C:20]3[C:29]4[C:24](=[CH:25][CH:26]=[CH:27][CH:28]=4)[CH:23]=[CH:22][CH:21]=3)[C:6]=2[CH:30]=1, predict the reactants needed to synthesize it. The reactants are: [Cl:1][C:2]1[CH:3]=[CH:4][C:5]2[N:11]3[CH:12]=[CH:13][CH:14]=[C:10]3[CH:9]([CH2:15][C:16]([O:18]C)=[O:17])[O:8][CH:7]([C:20]3[C:29]4[C:24](=[CH:25][CH:26]=[CH:27][CH:28]=4)[CH:23]=[CH:22][CH:21]=3)[C:6]=2[CH:30]=1.CO.[OH-].[Na+].C(O)(=O)CC(CC(O)=O)(C(O)=O)O. (2) Given the product [CH2:4]([C:5]1([OH:28])[C:6]2[CH:27]=[C:26]3[N:14]([CH2:15][C:16]4[C:25]3=[N:24][C:23]3[CH:22]=[CH:21][CH:20]=[CH:19][C:18]=3[CH:17]=4)[C:12](=[O:13])[C:7]=2[CH2:8][O:9][CH:10]1[OH:11])[CH3:3], predict the reactants needed to synthesize it. The reactants are: [BH4-].[Na+].[CH3:3][CH2:4][C@@:5]1([OH:28])[C:10](=[O:11])[O:9][CH2:8][C:7]2[C:12]([N:14]3[C:26](=[CH:27][C:6]1=2)[C:25]1[C:16](=[CH:17][C:18]2[C:23]([N:24]=1)=[CH:22][CH:21]=[CH:20][CH:19]=2)[CH2:15]3)=[O:13]. (3) The reactants are: CS(O)(=O)=O.[Cl:6][C:7]1[CH:8]=[CH:9][C:10]([NH:13][C:14](=[O:37])[C:15]([NH:17][C@H:18]2[CH2:23][CH2:22][C@H:21]([C:24]([N:26]([CH3:28])[CH3:27])=[O:25])[CH2:20][C@H:19]2[NH:29][C:30](=O)[O:31]C(C)(C)C)=[O:16])=[N:11][CH:12]=1.Cl.[CH3:39][N:40]1[CH2:45][CH2:44][C:43]2[N:46]=[C:47](C(O)=O)[S:48][C:42]=2[CH2:41]1.ON1C2C=CC=CC=2N=N1.Cl.C(N=C=NCCCN(C)C)C. Given the product [Cl:6][C:7]1[CH:8]=[CH:9][C:10]([NH:13][C:14](=[O:37])[C:15]([NH:17][C@H:18]2[CH2:23][CH2:22][C@H:21]([C:24]([N:26]([CH3:27])[CH3:28])=[O:25])[CH2:20][C@H:19]2[NH:29][C:30]([C:47]2[S:48][C:42]3[CH2:41][N:40]([CH3:39])[CH2:45][CH2:44][C:43]=3[N:46]=2)=[O:31])=[O:16])=[N:11][CH:12]=1, predict the reactants needed to synthesize it. (4) The reactants are: [CH2:1]([O:8][C:9]([CH:11]1[CH:16]([C:17]([OH:19])=O)[CH:15]2[O:20][CH:12]1[CH2:13][CH2:14]2)=[O:10])[C:2]1[CH:7]=[CH:6][CH:5]=[CH:4][CH:3]=1.[N:21]1([CH2:27][CH2:28][OH:29])[CH2:26][CH2:25][NH:24][CH2:23][CH2:22]1.C(Cl)CCl.C1C=CC2N(O)N=NC=2C=1.CCN(C(C)C)C(C)C. Given the product [CH2:1]([O:8][C:9]([CH:11]1[CH:16]([C:17]([N:24]2[CH2:25][CH2:26][N:21]([CH2:27][CH2:28][OH:29])[CH2:22][CH2:23]2)=[O:19])[CH:15]2[O:20][CH:12]1[CH2:13][CH2:14]2)=[O:10])[C:2]1[CH:3]=[CH:4][CH:5]=[CH:6][CH:7]=1, predict the reactants needed to synthesize it.